This data is from Ames mutagenicity test results for genotoxicity prediction. The task is: Regression/Classification. Given a drug SMILES string, predict its toxicity properties. Task type varies by dataset: regression for continuous values (e.g., LD50, hERG inhibition percentage) or binary classification for toxic/non-toxic outcomes (e.g., AMES mutagenicity, cardiotoxicity, hepatotoxicity). Dataset: ames. (1) The drug is Cc1cc(N)ccc1NOS(=O)(=O)O. The result is 1 (mutagenic). (2) The compound is CCCON=O. The result is 1 (mutagenic). (3) The compound is COc1ccc(CC2CO2)cc1. The result is 1 (mutagenic). (4) The result is 0 (non-mutagenic). The drug is CC(=O)OC1C(O)C2OC3C=C(C)C(OC(=O)CC(C)C)CC3(OC(C)=O)C1(C)C21CO1. (5) The drug is CN1CC(CBr)CC2c3cccc4[nH]cc(c34)CC21. The result is 1 (mutagenic). (6) The molecule is Cc1cc2c(cc1C)C(C)c1ccccc1-2. The result is 1 (mutagenic). (7) The drug is CC1(c2ccc(Br)cc2)CO1. The result is 0 (non-mutagenic). (8) The molecule is COP(=S)(NC(C)C)Oc1ccccc1C(=O)OC(C)C. The result is 0 (non-mutagenic). (9) The drug is C=CC(OC(C)=O)c1ccc(OC)cc1. The result is 1 (mutagenic). (10) The molecule is C=COCC(F)(F)F. The result is 1 (mutagenic).